From a dataset of Catalyst prediction with 721,799 reactions and 888 catalyst types from USPTO. Predict which catalyst facilitates the given reaction. Reactant: [C:1]([O:5][CH:6]([C:11]1[C:12]([C:29]2[CH:34]=[CH:33][C:32]([CH3:35])=[CH:31][CH:30]=2)=[C:13]2[CH:20]=[CH:19][N:18]([CH2:21][C:22]3[CH:27]=[CH:26][C:25]([F:28])=[CH:24][CH:23]=3)[C:14]2=[N:15][C:16]=1[CH3:17])[C:7]([O:9]C)=[O:8])([CH3:4])([CH3:3])[CH3:2].[Li+].[OH-]. Product: [C:1]([O:5][CH:6]([C:11]1[C:12]([C:29]2[CH:34]=[CH:33][C:32]([CH3:35])=[CH:31][CH:30]=2)=[C:13]2[CH:20]=[CH:19][N:18]([CH2:21][C:22]3[CH:23]=[CH:24][C:25]([F:28])=[CH:26][CH:27]=3)[C:14]2=[N:15][C:16]=1[CH3:17])[C:7]([OH:9])=[O:8])([CH3:4])([CH3:3])[CH3:2]. The catalyst class is: 111.